This data is from Full USPTO retrosynthesis dataset with 1.9M reactions from patents (1976-2016). The task is: Predict the reactants needed to synthesize the given product. (1) Given the product [CH3:7][C:4]1[N:3]([C:8]2[CH:13]=[C:12]([CH3:14])[C:11]([O:15][CH2:17][C:18]3[CH:23]=[CH:22][CH:21]=[CH:20][CH:19]=3)=[C:10]([CH3:16])[N:9]=2)[C:2]([CH3:1])=[CH:6][CH:5]=1, predict the reactants needed to synthesize it. The reactants are: [CH3:1][C:2]1[N:3]([C:8]2[CH:13]=[C:12]([CH3:14])[C:11]([OH:15])=[C:10]([CH3:16])[N:9]=2)[C:4]([CH3:7])=[CH:5][CH:6]=1.[CH2:17](Br)[C:18]1[CH:23]=[CH:22][CH:21]=[CH:20][CH:19]=1.[H-].[Na+].O. (2) Given the product [C:22]([O:21][C:19]([NH:2][C@H:3]([CH2:4][S:5][CH2:12][CH:13]1[CH2:18][CH2:17][CH2:16][CH2:15][CH2:14]1)[C:6]([OH:8])=[O:7])=[O:20])([CH3:25])([CH3:24])[CH3:23], predict the reactants needed to synthesize it. The reactants are: Cl.[NH2:2][C@@H:3]([C:6]([OH:8])=[O:7])[CH2:4][SH:5].N.[Na].Br[CH2:12][CH:13]1[CH2:18][CH2:17][CH2:16][CH2:15][CH2:14]1.[C:19](O[C:19]([O:21][C:22]([CH3:25])([CH3:24])[CH3:23])=[O:20])([O:21][C:22]([CH3:25])([CH3:24])[CH3:23])=[O:20]. (3) Given the product [CH2:1]([O:8][C@H:9]1[CH2:14][CH2:13][CH2:12][CH2:11][C@@H:10]1[N:15]1[C:19]([C:20]2[CH:25]=[CH:24][CH:23]=[CH:22][CH:21]=2)=[C:18]([C:26]([OH:28])=[O:27])[N:17]=[CH:16]1)[C:2]1[CH:3]=[CH:4][CH:5]=[CH:6][CH:7]=1, predict the reactants needed to synthesize it. The reactants are: [CH2:1]([O:8][C@H:9]1[CH2:14][CH2:13][CH2:12][CH2:11][C@@H:10]1[N:15]1[C:19]([C:20]2[CH:25]=[CH:24][CH:23]=[CH:22][CH:21]=2)=[C:18]([C:26]([O:28]C)=[O:27])[N:17]=[CH:16]1)[C:2]1[CH:7]=[CH:6][CH:5]=[CH:4][CH:3]=1.[OH-].[Na+]. (4) Given the product [Cl:32][C:3]1[C:2]([CH:33]2[CH2:35][CH2:34]2)=[CH:7][C:6]([NH:8][C@@H:9]([CH3:29])[C:10]([N:12]2[CH2:13][CH2:14][N:15]([CH:18]3[CH2:21][N:20]([C:22]([O:24][C:25]([CH3:28])([CH3:27])[CH3:26])=[O:23])[CH2:19]3)[CH2:16][CH2:17]2)=[O:11])=[C:5]([O:30][CH3:31])[CH:4]=1, predict the reactants needed to synthesize it. The reactants are: Br[C:2]1[C:3]([Cl:32])=[CH:4][C:5]([O:30][CH3:31])=[C:6]([NH:8][C@@H:9]([CH3:29])[C:10]([N:12]2[CH2:17][CH2:16][N:15]([CH:18]3[CH2:21][N:20]([C:22]([O:24][C:25]([CH3:28])([CH3:27])[CH3:26])=[O:23])[CH2:19]3)[CH2:14][CH2:13]2)=[O:11])[CH:7]=1.[CH:33]1(B(O)O)[CH2:35][CH2:34]1.C1(P(C2CCCCC2)C2CCCCC2)CCCCC1. (5) Given the product [C:1]([O:5][C:6]([N:8]1[CH2:9][CH2:10][N:11]([C:14]2[CH:19]=[CH:18][C:17]([N:20]3[CH2:21][CH2:22][O:23][CH2:24][CH2:25]3)=[CH:16][C:15]=2[C:48]2[CH2:55][CH2:54][C:51]3([CH2:53][CH2:52]3)[CH2:50][CH:49]=2)[CH2:12][CH2:13]1)=[O:7])([CH3:2])([CH3:4])[CH3:3], predict the reactants needed to synthesize it. The reactants are: [C:1]([O:5][C:6]([N:8]1[CH2:13][CH2:12][N:11]([C:14]2[CH:19]=[CH:18][C:17]([N:20]3[CH2:25][CH2:24][O:23][CH2:22][CH2:21]3)=[CH:16][C:15]=2OS(C(F)(F)F)(=O)=O)[CH2:10][CH2:9]1)=[O:7])([CH3:4])([CH3:3])[CH3:2].COCCOC.CC1(C)C(C)(C)OB([C:48]2[CH2:55][CH2:54][C:51]3([CH2:53][CH2:52]3)[CH2:50][CH:49]=2)O1.P([O-])([O-])([O-])=O.[K+].[K+].[K+]. (6) Given the product [OH:9][C:10]1[CH:11]=[CH:12][C:13]2[O:18][C:17]([CH3:19])([CH3:20])[C:16](=[O:21])[NH:15][C:14]=2[CH:22]=1, predict the reactants needed to synthesize it. The reactants are: ClCCl.B(Br)(Br)Br.C[O:9][C:10]1[CH:11]=[CH:12][C:13]2[O:18][C:17]([CH3:20])([CH3:19])[C:16](=[O:21])[NH:15][C:14]=2[CH:22]=1. (7) The reactants are: [CH2:1]([C:8]1[CH:9]=[N:10][C:11]2[C:16]([C:17]=1[C:18]1[CH:19]=[C:20]([OH:24])[CH:21]=[CH:22][CH:23]=1)=[CH:15][CH:14]=[CH:13][C:12]=2[C:25]([F:28])([F:27])[F:26])[C:2]1[CH:7]=[CH:6][CH:5]=[CH:4][CH:3]=1.Br[CH2:30][C:31]1[CH:39]=[CH:38][C:34]([C:35]([OH:37])=[O:36])=[CH:33][C:32]=1[F:40]. Given the product [CH2:1]([C:8]1[CH:9]=[N:10][C:11]2[C:16]([C:17]=1[C:18]1[CH:19]=[C:20]([CH:21]=[CH:22][CH:23]=1)[O:24][CH2:30][C:31]1[CH:39]=[CH:38][C:34]([C:35]([OH:37])=[O:36])=[CH:33][C:32]=1[F:40])=[CH:15][CH:14]=[CH:13][C:12]=2[C:25]([F:28])([F:26])[F:27])[C:2]1[CH:3]=[CH:4][CH:5]=[CH:6][CH:7]=1, predict the reactants needed to synthesize it. (8) Given the product [OH2:6].[F:1][C:2]1[CH:3]=[C:4]([CH:8]=[C:9]([F:11])[CH:10]=1)[C:5]([NH2:7])=[O:6], predict the reactants needed to synthesize it. The reactants are: [F:1][C:2]1[CH:3]=[C:4]([CH:8]=[C:9]([F:11])[CH:10]=1)[C:5]([NH2:7])=[O:6].C(Cl)(Cl)Cl.[OH-].[Na+]. (9) Given the product [N:15]([C@@H:2]1[C@@H:7]([OH:1])[CH2:6][CH2:5][C@@H:4]([C:8]([O:10][CH2:11][CH3:12])=[O:9])[CH2:3]1)=[N+:16]=[N-:17], predict the reactants needed to synthesize it. The reactants are: [O:1]1[C@@H:7]2[C@H:2]1[CH2:3][C@H:4]([C:8]([O:10][CH2:11][CH3:12])=[O:9])[CH2:5][CH2:6]2.[Cl-].[NH4+].[N-:15]=[N+:16]=[N-:17].[Na+].